This data is from Full USPTO retrosynthesis dataset with 1.9M reactions from patents (1976-2016). The task is: Predict the reactants needed to synthesize the given product. (1) Given the product [O:23]=[C:24]1[CH2:25][CH2:26][C:27]([NH:36][C:5](=[O:6])[CH:4]([CH2:1][CH:2]=[CH2:3])[C:8]2[CH:13]=[C:12]([C:14]([F:15])([F:17])[F:16])[CH:11]=[C:10]([C:18]([F:21])([F:20])[F:19])[CH:9]=2)([C:30]2[CH:35]=[CH:34][CH:33]=[CH:32][CH:31]=2)[CH2:28][CH2:29]1, predict the reactants needed to synthesize it. The reactants are: [CH2:1]([CH:4]([C:8]1[CH:13]=[C:12]([C:14]([F:17])([F:16])[F:15])[CH:11]=[C:10]([C:18]([F:21])([F:20])[F:19])[CH:9]=1)[C:5](O)=[O:6])[CH:2]=[CH2:3].Cl.[O:23]=[C:24]1[CH2:29][CH2:28][C:27]([NH2:36])([C:30]2[CH:35]=[CH:34][CH:33]=[CH:32][CH:31]=2)[CH2:26][CH2:25]1. (2) Given the product [F:29][C:28]1[C:23]([N:17]2[CH2:18][CH2:19][C:11]3[C:10]([NH:9][C:6]4[CH:5]=[CH:4][C:3]([C:2]([F:1])([F:20])[F:21])=[CH:8][CH:7]=4)=[N:15][CH:14]=[N:13][C:12]=3[CH2:16]2)=[N:24][CH:25]=[CH:26][CH:27]=1, predict the reactants needed to synthesize it. The reactants are: [F:1][C:2]([F:21])([F:20])[C:3]1[CH:8]=[CH:7][C:6]([NH:9][C:10]2[C:11]3[CH2:19][CH2:18][NH:17][CH2:16][C:12]=3[N:13]=[CH:14][N:15]=2)=[CH:5][CH:4]=1.Cl[C:23]1[C:28]([F:29])=[CH:27][CH:26]=[CH:25][N:24]=1.C(N(CC)C(C)C)(C)C. (3) Given the product [F:1][C:2]1[C:3]([F:25])=[C:4]([F:24])[C:5]2[S:9][C:8](=[N:10][C:11](=[O:22])[C:12]3[CH:17]=[CH:16][CH:15]=[C:14]([C:18]([F:21])([F:19])[F:20])[CH:13]=3)[N:7]([CH:40]([CH3:46])[C:41]([OH:43])=[O:42])[C:6]=2[CH:23]=1, predict the reactants needed to synthesize it. The reactants are: [F:1][C:2]1[C:3]([F:25])=[C:4]([F:24])[C:5]2[S:9][C:8]([NH:10][C:11](=[O:22])[C:12]3[CH:17]=[CH:16][CH:15]=[C:14]([C:18]([F:21])([F:20])[F:19])[CH:13]=3)=[N:7][C:6]=2[CH:23]=1.FC(F)(F)C1C=C(C=CC=1)C(Cl)=O.Br[CH:40]([CH3:46])[C:41]([O:43]CC)=[O:42].FC1C2N=C(NC(=O)C3C=CC(C)=CC=3)SC=2C=C(F)C=1.C1(C)C=CC(C(Cl)=O)=CC=1.BrCC(OCC)=O. (4) Given the product [ClH:12].[CH3:7][O:8][C:9]([S:11][S:2][CH:3]([CH3:6])[CH2:4][NH2:5])=[O:10], predict the reactants needed to synthesize it. The reactants are: Cl.[SH:2][CH:3]([CH3:6])[CH2:4][NH2:5].[CH3:7][O:8][C:9]([S:11][Cl:12])=[O:10]. (5) Given the product [Br:46][C:16]1[N:15]([CH2:24][C@H:25]2[CH2:26][CH2:27][C@H:28]([CH3:31])[CH2:29][CH2:30]2)[C:14]2[C:18](=[N:19][C:20]([C:22]#[N:23])=[N:21][C:13]=2[C:4]2[CH:5]=[C:6]([O:8][CH2:9][CH2:10][O:11][CH3:12])[CH:7]=[C:2]([Cl:1])[CH:3]=2)[N:17]=1, predict the reactants needed to synthesize it. The reactants are: [Cl:1][C:2]1[CH:3]=[C:4]([C:13]2[N:21]=[C:20]([C:22]#[N:23])[N:19]=[C:18]3[C:14]=2[N:15]([CH2:24][C@H:25]2[CH2:30][CH2:29][C@H:28]([CH3:31])[CH2:27][CH2:26]2)[CH:16]=[N:17]3)[CH:5]=[C:6]([O:8][CH2:9][CH2:10][O:11][CH3:12])[CH:7]=1.CC1(C)CCCC(C)(C)N1[Mg]Cl.[Cl-].[Li+].[Br:46]N1C(C)(C)C(=O)N(Br)C1=O. (6) Given the product [CH3:26][C@@:6]12[C@@H:7]([C:20]3([CH3:25])[O:21][CH2:22][CH2:23][O:24]3)[CH2:8][CH2:9][CH:10]1[CH:11]1[CH:3]([C@@H:4]([OH:27])[CH2:5]2)[C@:2]2([CH3:1])[C:14]3([CH2:15][C@@H:16]([OH:19])[CH2:17][CH2:18]2)[O:36][CH:13]3[CH2:12]1, predict the reactants needed to synthesize it. The reactants are: [CH3:1][C@:2]12[CH2:18][CH2:17][C@H:16]([OH:19])[CH2:15][C:14]1=[CH:13][CH2:12][CH:11]1[CH:3]2[C@@H:4]([OH:27])[CH2:5][C@@:6]2([CH3:26])[CH:10]1[CH2:9][CH2:8][C@@H:7]2[C:20]1([CH3:25])[O:24][CH2:23][CH2:22][O:21]1.C1C=C(Cl)C=C(C(OO)=[O:36])C=1.